This data is from Catalyst prediction with 721,799 reactions and 888 catalyst types from USPTO. The task is: Predict which catalyst facilitates the given reaction. (1) Reactant: C([O:3][C:4]([C:6]1[CH:7]=[N:8][N:9]([C:15]([CH3:18])([CH3:17])[CH3:16])[C:10]=1[C:11]([F:14])([F:13])[F:12])=[O:5])C.[OH-].[Li+]. Product: [C:15]([N:9]1[C:10]([C:11]([F:13])([F:14])[F:12])=[C:6]([C:4]([OH:5])=[O:3])[CH:7]=[N:8]1)([CH3:18])([CH3:16])[CH3:17]. The catalyst class is: 24. (2) Reactant: [Cl:1][C:2]1[CH:7]=[C:6]([C:8](=[O:12])[N:9]([CH3:11])[CH3:10])[CH:5]=[CH:4][C:3]=1[N:13]([CH3:33])[C:14]([C:16]1[S:32][C:19]2[C:20]3[CH:28]=[CH:27][C:26]([C:29]([OH:31])=O)=[CH:25][C:21]=3[O:22][CH2:23][CH2:24][C:18]=2[CH:17]=1)=[O:15].[CH:34]([NH2:37])([CH3:36])[CH3:35].CN(C(ON1N=NC2C=CC=NC1=2)=[N+](C)C)C.F[P-](F)(F)(F)(F)F.CCN(C(C)C)C(C)C. Product: [Cl:1][C:2]1[CH:7]=[C:6]([C:8](=[O:12])[N:9]([CH3:11])[CH3:10])[CH:5]=[CH:4][C:3]=1[N:13]([CH3:33])[C:14]([C:16]1[S:32][C:19]2[C:20]3[CH:28]=[CH:27][C:26]([C:29]([NH:37][CH:34]([CH3:36])[CH3:35])=[O:31])=[CH:25][C:21]=3[O:22][CH2:23][CH2:24][C:18]=2[CH:17]=1)=[O:15]. The catalyst class is: 1.